Dataset: Catalyst prediction with 721,799 reactions and 888 catalyst types from USPTO. Task: Predict which catalyst facilitates the given reaction. (1) Reactant: [Cl:1][C:2]1[CH:3]=[C:4](B2OC(C)(C)C(C)(C)O2)[CH:5]=[C:6]([Cl:9])[C:7]=1[F:8].Br[C:20]([C:22]([F:25])([F:24])[F:23])=[CH2:21].C([O-])([O-])=O.[Cs+].[Cs+]. Product: [Cl:9][C:6]1[CH:5]=[C:4]([C:20]([C:22]([F:25])([F:24])[F:23])=[CH2:21])[CH:3]=[C:2]([Cl:1])[C:7]=1[F:8]. The catalyst class is: 516. (2) Product: [Cl:6][C:7]1[N:8]=[C:9]([CH3:14])[N:10]=[C:11]([OH:2])[CH:12]=1. The catalyst class is: 74. Reactant: S(=O)(=O)(O)[OH:2].[Cl:6][C:7]1[CH:12]=[C:11](Cl)[N:10]=[C:9]([CH3:14])[N:8]=1. (3) Reactant: [CH2:1]([O:8][C:9]([NH:11][CH2:12][C:13]([OH:15])=O)=[O:10])[C:2]1[CH:7]=[CH:6][CH:5]=[CH:4][CH:3]=1.Cl.C(N=C=NCCC[N:25]([CH3:27])C)C.[OH:28][C:29]1C2N=NNC=2C=CC=1.Cl.CNOC.C(N(CC)CC)C. Product: [CH2:1]([O:8][C:9](=[O:10])[NH:11][CH2:12][C:13](=[O:15])[NH:25][CH2:27][O:28][CH3:29])[C:2]1[CH:3]=[CH:4][CH:5]=[CH:6][CH:7]=1. The catalyst class is: 4. (4) Reactant: CS(O[CH2:6][CH2:7][CH:8]([CH2:11]O)[C:9]#[N:10])(=O)=O.[C:13](=[O:26])([O:19][NH:20][C:21]([O:23][CH2:24][CH3:25])=[O:22])[O:14][C:15]([CH3:18])([CH3:17])[CH3:16].C(=O)([O-])ON(C(C)(C)C)C(OCC)=O.C(=O)([O-])[O-].[K+].[K+]. Product: [C:13](=[O:26])([O:14][C:15]([CH3:18])([CH3:17])[CH3:16])[O:19][N:20]([CH2:6][CH2:7][C:8]([C:9]#[N:10])=[CH2:11])[C:21]([O:23][CH2:24][CH3:25])=[O:22]. The catalyst class is: 35. (5) Reactant: C([O:3][C:4](=[O:17])[C:5]([CH3:16])([S:7]([CH:10]1[CH2:15][CH2:14][O:13][CH2:12][CH2:11]1)(=[O:9])=[O:8])[CH3:6])C.[OH-].[Na+]. Product: [CH3:16][C:5]([S:7]([CH:10]1[CH2:11][CH2:12][O:13][CH2:14][CH2:15]1)(=[O:8])=[O:9])([CH3:6])[C:4]([OH:17])=[O:3]. The catalyst class is: 38. (6) Reactant: [CH3:1][C:2]1[CH:7]=[C:6]([CH3:8])[CH:5]=[CH:4][C:3]=1[N:9]1[CH2:14][CH2:13][N:12]([C:15]([C:17]2[CH:22]=[CH:21][C:20]([N:23]3[CH2:27][CH2:26][CH2:25][S:24]3(=[O:29])=[O:28])=[CH:19][C:18]=2[S:30]([CH3:33])(=[O:32])=[O:31])=[O:16])[CH2:11][CH2:10]1.[BrH:34].C(O)(=O)C.C(OCC)(=O)C. Product: [BrH:34].[CH3:1][C:2]1[CH:7]=[C:6]([CH3:8])[CH:5]=[CH:4][C:3]=1[N:9]1[CH2:10][CH2:11][N:12]([C:15]([C:17]2[CH:22]=[CH:21][C:20]([N:23]3[CH2:27][CH2:26][CH2:25][S:24]3(=[O:28])=[O:29])=[CH:19][C:18]=2[S:30]([CH3:33])(=[O:32])=[O:31])=[O:16])[CH2:13][CH2:14]1. The catalyst class is: 21.